Dataset: Peptide-MHC class II binding affinity with 134,281 pairs from IEDB. Task: Regression. Given a peptide amino acid sequence and an MHC pseudo amino acid sequence, predict their binding affinity value. This is MHC class II binding data. (1) The peptide sequence is GELEFEEFVSLASRF. The MHC is DRB1_1101 with pseudo-sequence DRB1_1101. The binding affinity (normalized) is 0.239. (2) The peptide sequence is GARILTSESQLTITK. The MHC is DRB1_0404 with pseudo-sequence DRB1_0404. The binding affinity (normalized) is 0.614. (3) The peptide sequence is PSVIPAARLFKAFIL. The MHC is DRB1_0301 with pseudo-sequence DRB1_0301. The binding affinity (normalized) is 0.628. (4) The peptide sequence is VCGMFTNRSGSQQ. The MHC is HLA-DQA10102-DQB10502 with pseudo-sequence HLA-DQA10102-DQB10502. The binding affinity (normalized) is 0.